Dataset: NCI-60 drug combinations with 297,098 pairs across 59 cell lines. Task: Regression. Given two drug SMILES strings and cell line genomic features, predict the synergy score measuring deviation from expected non-interaction effect. Drug 1: CN(C)C(=N)N=C(N)N. Drug 2: C1=CC=C(C=C1)NC(=O)CCCCCCC(=O)NO. Cell line: T-47D. Synergy scores: CSS=39.9, Synergy_ZIP=3.31, Synergy_Bliss=7.48, Synergy_Loewe=-21.4, Synergy_HSA=7.34.